From a dataset of Forward reaction prediction with 1.9M reactions from USPTO patents (1976-2016). Predict the product of the given reaction. (1) Given the reactants [NH2:1][C:2]([C:4]1[CH:9]=[C:8]([N+:10]([O-])=O)[CH:7]=[CH:6][C:5]=1[NH:13][C:14](=[O:20])[C:15]([O:17][CH2:18][CH3:19])=[O:16])=[O:3].C1COCC1, predict the reaction product. The product is: [NH2:10][C:8]1[CH:7]=[CH:6][C:5]([NH:13][C:14](=[O:20])[C:15]([O:17][CH2:18][CH3:19])=[O:16])=[C:4]([C:2]([NH2:1])=[O:3])[CH:9]=1. (2) Given the reactants C([O:8][C:9]1[CH:10]=[N:11][C:12]([N:15]2[CH2:20][CH2:19][N:18]([S:21]([CH3:24])(=[O:23])=[O:22])[CH2:17][CH2:16]2)=[N:13][CH:14]=1)C1C=CC=CC=1.[C:25]([OH:31])([C:27]([F:30])([F:29])[F:28])=[O:26], predict the reaction product. The product is: [CH3:24][S:21]([N:18]1[CH2:19][CH2:20][N:15]([C:12]2[N:11]=[CH:10][C:9]([OH:8])=[CH:14][N:13]=2)[CH2:16][CH2:17]1)(=[O:23])=[O:22].[C:25]([OH:31])([C:27]([F:30])([F:29])[F:28])=[O:26]. (3) Given the reactants [CH2:1]1[C:9]2[C:4](=[CH:5][CH:6]=[CH:7][CH:8]=2)[CH:3]=[C:2]1OS(C(F)(F)F)(=O)=O.[B:18]1([B:18]2[O:22][C:21]([CH3:24])([CH3:23])[C:20]([CH3:26])([CH3:25])[O:19]2)[O:22][C:21]([CH3:24])([CH3:23])[C:20]([CH3:26])([CH3:25])[O:19]1.CC([O-])=O.[K+], predict the reaction product. The product is: [CH2:1]1[C:9]2[C:4](=[CH:5][CH:6]=[CH:7][CH:8]=2)[CH:3]=[C:2]1[B:18]1[O:22][C:21]([CH3:24])([CH3:23])[C:20]([CH3:26])([CH3:25])[O:19]1. (4) Given the reactants C([O:3][C:4]([C:6]1([C:9]2[CH:14]=[CH:13][C:12]([C:15]3[CH:20]=[CH:19][C:18]([C:21]4[S:22][C:23]([F:39])=[CH:24][C:25]=4[NH:26][C:27]([O:29][C@@H:30]([C:32]4[CH:37]=[CH:36][CH:35]=[CH:34][C:33]=4[Cl:38])[CH3:31])=[O:28])=[CH:17][CH:16]=3)=[CH:11][CH:10]=2)[CH2:8][CH2:7]1)=[O:5])C.[OH-].[Na+].Cl, predict the reaction product. The product is: [Cl:38][C:33]1[CH:34]=[CH:35][CH:36]=[CH:37][C:32]=1[C@H:30]([O:29][C:27]([NH:26][C:25]1[CH:24]=[C:23]([F:39])[S:22][C:21]=1[C:18]1[CH:19]=[CH:20][C:15]([C:12]2[CH:11]=[CH:10][C:9]([C:6]3([C:4]([OH:5])=[O:3])[CH2:7][CH2:8]3)=[CH:14][CH:13]=2)=[CH:16][CH:17]=1)=[O:28])[CH3:31]. (5) Given the reactants [N+:1]([C:4]1[CH:11]=[CH:10][CH:9]=[CH:8][C:5]=1[CH2:6]Br)([O-:3])=[O:2].[Cl:12][C:13]1[CH:14]=[C:15]([CH:29]=[CH:30][C:31]=1[Cl:32])[CH2:16][CH:17]1[CH2:22][CH2:21][N:20]([CH2:23][CH:24]([NH2:28])[CH:25]([CH3:27])[CH3:26])[CH2:19][CH2:18]1.C([O-])([O-])=O.[K+].[K+], predict the reaction product. The product is: [Cl:12][C:13]1[CH:14]=[C:15]([CH:29]=[CH:30][C:31]=1[Cl:32])[CH2:16][CH:17]1[CH2:18][CH2:19][N:20]([CH2:23][CH:24]([NH:28][CH2:6][C:5]2[CH:8]=[CH:9][CH:10]=[CH:11][C:4]=2[N+:1]([O-:3])=[O:2])[CH:25]([CH3:27])[CH3:26])[CH2:21][CH2:22]1. (6) Given the reactants [NH2:1][C:2]1[CH:11]=[C:10]2[C:5]([CH:6]=[CH:7][C:8]([CH3:12])=[N:9]2)=[CH:4][CH:3]=1.[C:13]1([C:22]2[CH:27]=[CH:26][CH:25]=[CH:24][CH:23]=2)[CH:18]=[CH:17][C:16]([C:19](O)=[O:20])=[CH:15][CH:14]=1, predict the reaction product. The product is: [CH3:12][C:8]1[CH:7]=[CH:6][C:5]2[C:10](=[CH:11][C:2]([NH:1][C:19]([C:16]3[CH:17]=[CH:18][C:13]([C:22]4[CH:23]=[CH:24][CH:25]=[CH:26][CH:27]=4)=[CH:14][CH:15]=3)=[O:20])=[CH:3][CH:4]=2)[N:9]=1.